From a dataset of TCR-epitope binding with 47,182 pairs between 192 epitopes and 23,139 TCRs. Binary Classification. Given a T-cell receptor sequence (or CDR3 region) and an epitope sequence, predict whether binding occurs between them. (1) The epitope is CLGGLLTMV. The TCR CDR3 sequence is CSARDRVEQFF. Result: 0 (the TCR does not bind to the epitope). (2) The epitope is ATVVIGTSK. The TCR CDR3 sequence is CASSSDYSYEQYF. Result: 0 (the TCR does not bind to the epitope).